From a dataset of Reaction yield outcomes from USPTO patents with 853,638 reactions. Predict the reaction yield, written as a fraction of the theoretical maximum amount of product (1.0 means a 100% yield; for example, 0.34 means a 34% yield). The reactants are [CH3:1][N:2]1[C:6]([C:7]2[CH:19]=[N:18][C:17]3[C:16]4[CH:15]=[CH:14][C:13]([C:20]([O:22][CH3:23])=[O:21])=[CH:12][C:11]=4[NH:10][C:9]=3[CH:8]=2)=[C:5]([CH3:24])[N:4]=[N:3]1.BrC1C=NC2C3C=CC4C(=O)OCC=4C=3N([C@H:43]([C:50]3[CH:55]=[CH:54][CH:53]=[CH:52][CH:51]=3)[CH:44]3[CH2:49][CH2:48][O:47][CH2:46][CH2:45]3)C=2C=1. No catalyst specified. The product is [CH3:1][N:2]1[C:6]([C:7]2[CH:19]=[N:18][C:17]3[C:16]4[CH:15]=[CH:14][C:13]5[C:20](=[O:21])[O:22][CH2:23][C:12]=5[C:11]=4[N:10]([C@H:43]([C:50]4[CH:55]=[CH:54][CH:53]=[CH:52][CH:51]=4)[CH:44]4[CH2:45][CH2:46][O:47][CH2:48][CH2:49]4)[C:9]=3[CH:8]=2)=[C:5]([CH3:24])[N:4]=[N:3]1. The yield is 0.620.